Dataset: Aqueous solubility values for 9,982 compounds from the AqSolDB database. Task: Regression/Classification. Given a drug SMILES string, predict its absorption, distribution, metabolism, or excretion properties. Task type varies by dataset: regression for continuous measurements (e.g., permeability, clearance, half-life) or binary classification for categorical outcomes (e.g., BBB penetration, CYP inhibition). For this dataset (solubility_aqsoldb), we predict Y. (1) The molecule is CO[SiH](CC1CCCCC1)OC. The Y is -3.10 log mol/L. (2) The compound is [Hf]. The Y is -7.17 log mol/L. (3) The molecule is CCCCNc1ccc(NCCCC)c2c1C(=O)c1ccccc1C2=O. The Y is -7.93 log mol/L. (4) The compound is CC(=O)c1cc2c(cc1C)C(C)(C)C(C)CC2(C)C. The Y is -5.32 log mol/L. (5) The compound is CC(C)(C)c1nnc(NS(=O)(=O)c2ccc(N)cc2)s1. The Y is -3.74 log mol/L. (6) The drug is Cc1ccc(-c2nc3ccccc3s2)cc1. The Y is -4.35 log mol/L. (7) The molecule is O=[Ti]=O. The Y is -5.00 log mol/L. (8) The compound is O=[Si]([O-])[O-].O=[Si]([O-])[O-].[Ti+4]. The Y is -6.30 log mol/L.